Dataset: Peptide-MHC class I binding affinity with 185,985 pairs from IEDB/IMGT. Task: Regression. Given a peptide amino acid sequence and an MHC pseudo amino acid sequence, predict their binding affinity value. This is MHC class I binding data. (1) The peptide sequence is ELRQLAQSL. The MHC is HLA-A26:01 with pseudo-sequence HLA-A26:01. The binding affinity (normalized) is 0.0847. (2) The peptide sequence is MCPFLFLAV. The MHC is HLA-A26:01 with pseudo-sequence HLA-A26:01. The binding affinity (normalized) is 0. (3) The peptide sequence is ALGYTTEEI. The MHC is HLA-B07:02 with pseudo-sequence HLA-B07:02. The binding affinity (normalized) is 0.0847. (4) The peptide sequence is FYPINDDFY. The MHC is HLA-B07:02 with pseudo-sequence HLA-B07:02. The binding affinity (normalized) is 0.0847. (5) The peptide sequence is FPFKYAALF. The MHC is Mamu-A2201 with pseudo-sequence Mamu-A2201. The binding affinity (normalized) is 0.859. (6) The peptide sequence is LELGDYKL. The MHC is Mamu-A11 with pseudo-sequence Mamu-A11. The binding affinity (normalized) is 0.274. (7) The peptide sequence is DVCGMFTNR. The MHC is HLA-A68:01 with pseudo-sequence HLA-A68:01. The binding affinity (normalized) is 0.186. (8) The peptide sequence is ISKIYTLIY. The MHC is HLA-A11:01 with pseudo-sequence HLA-A11:01. The binding affinity (normalized) is 0.490.